From a dataset of Full USPTO retrosynthesis dataset with 1.9M reactions from patents (1976-2016). Predict the reactants needed to synthesize the given product. (1) Given the product [CH2:1]([S:8][C:9]1[N:14]=[CH:13][C:12]([NH:15][C:26](=[O:28])[CH3:27])=[CH:11][C:10]=1[CH:16]([CH3:18])[CH3:17])[C:2]1[CH:3]=[CH:4][CH:5]=[CH:6][CH:7]=1, predict the reactants needed to synthesize it. The reactants are: [CH2:1]([S:8][C:9]1[N:14]=[CH:13][C:12]([NH2:15])=[CH:11][C:10]=1[CH:16]([CH3:18])[CH3:17])[C:2]1[CH:7]=[CH:6][CH:5]=[CH:4][CH:3]=1.C(N(CC)CC)C.[C:26](OC(=O)C)(=[O:28])[CH3:27]. (2) Given the product [C:1]([C:3]1[CH:4]=[C:5]([CH:18]=[CH:19][CH:20]=1)[C:6]([NH:8][C:9]1[C:10]([NH2:15])=[CH:11][CH:12]=[CH:13][CH:14]=1)=[O:7])#[N:2], predict the reactants needed to synthesize it. The reactants are: [C:1]([C:3]1[CH:4]=[C:5]([CH:18]=[CH:19][CH:20]=1)[C:6]([NH:8][C:9]1[CH:14]=[CH:13][CH:12]=[CH:11][C:10]=1[N+:15]([O-])=O)=[O:7])#[N:2]. (3) Given the product [Cl:1][C:2]1[NH:10][C:9]2[C:8](=[O:14])[N:7]([CH2:39][CH2:38][CH2:37][CH2:36][CH2:35][N:33]3[N:32]=[N:31][C:30]([CH2:29][C:24]4[CH:25]=[CH:26][C:27]([Cl:28])=[C:22]([Cl:21])[CH:23]=4)=[N:34]3)[C:6](=[O:15])[N:5]([CH2:16][CH2:17][CH2:18][CH2:19][CH3:20])[C:4]=2[N:3]=1, predict the reactants needed to synthesize it. The reactants are: [Cl:1][C:2]1[N:10](CC=C)[C:9]2[C:8](=[O:14])[NH:7][C:6](=[O:15])[N:5]([CH2:16][CH2:17][CH2:18][CH2:19][CH3:20])[C:4]=2[N:3]=1.[Cl:21][C:22]1[CH:23]=[C:24]([CH2:29][C:30]2[N:31]=[N:32][N:33]([CH2:35][CH2:36][CH2:37][CH2:38][CH2:39]O)[N:34]=2)[CH:25]=[CH:26][C:27]=1[Cl:28].C1(P(C2C=CC=CC=2)C2C=CC=CC=2)C=CC=CC=1.C1C=CC(COC(/N=N/C(OCC2C=CC=CC=2)=O)=O)=CC=1.N1CCOCC1. (4) Given the product [CH2:1]([C:8]1[CH:9]=[N:10][C:11]2[C:16]([C:17]=1[C:18]1[CH:19]=[C:20]([NH:24][CH2:33][C:32]3[CH:35]=[CH:36][CH:37]=[C:30]([F:29])[C:31]=3[OH:38])[CH:21]=[CH:22][CH:23]=1)=[CH:15][CH:14]=[CH:13][C:12]=2[C:25]([F:28])([F:26])[F:27])[C:2]1[CH:3]=[CH:4][CH:5]=[CH:6][CH:7]=1, predict the reactants needed to synthesize it. The reactants are: [CH2:1]([C:8]1[CH:9]=[N:10][C:11]2[C:16]([C:17]=1[C:18]1[CH:19]=[C:20]([NH2:24])[CH:21]=[CH:22][CH:23]=1)=[CH:15][CH:14]=[CH:13][C:12]=2[C:25]([F:28])([F:27])[F:26])[C:2]1[CH:7]=[CH:6][CH:5]=[CH:4][CH:3]=1.[F:29][C:30]1[C:31]([OH:38])=[C:32]([CH:35]=[CH:36][CH:37]=1)[CH:33]=O. (5) Given the product [CH3:1][O:2][CH2:3][CH2:4][CH2:5][CH2:6][N:7]1[C:11]2[CH2:12][CH2:13][CH2:14][CH2:15][C:10]=2[N:9]=[C:8]1[C:23]([O:24][CH3:25])=[O:26], predict the reactants needed to synthesize it. The reactants are: [CH3:1][O:2][CH2:3][CH2:4][CH2:5][CH2:6][N:7]1[C:11]2[CH2:12][CH2:13][CH2:14][CH2:15][C:10]=2[N:9]=[CH:8]1.C(N(CC)CC)C.[C:23](Cl)(=[O:26])[O:24][CH3:25].C(=O)(O)[O-].[Na+].